Dataset: Full USPTO retrosynthesis dataset with 1.9M reactions from patents (1976-2016). Task: Predict the reactants needed to synthesize the given product. (1) Given the product [CH2:1]([O:8][C:9](=[O:15])[NH:10][CH2:11][CH2:12][CH2:13][CH2:14][C:30]1[CH:29]=[C:28]([F:33])[C:27]([Cl:34])=[C:26]([Br:25])[CH:31]=1)[C:2]1[CH:7]=[CH:6][CH:5]=[CH:4][CH:3]=1, predict the reactants needed to synthesize it. The reactants are: [CH2:1]([O:8][C:9](=[O:15])[NH:10][CH2:11][CH2:12][CH:13]=[CH2:14])[C:2]1[CH:7]=[CH:6][CH:5]=[CH:4][CH:3]=1.B1C2CCCC1CCC2.[Br:25][C:26]1[CH:31]=[C:30](Br)[CH:29]=[C:28]([F:33])[C:27]=1[Cl:34].[OH-].[Na+].O. (2) Given the product [C:1]([C:3]([C:6]1[CH:7]=[C:8]([C:12]([NH:14][C:15]2[CH:16]=[C:17]([CH:38]=[CH:39][CH:40]=2)[O:18][C:19]2[CH:33]=[CH:32][C:22]3[N:23]=[C:24]([NH:26][C:27]([CH:29]4[CH2:30][CH2:31]4)=[O:28])[S:25][C:21]=3[C:20]=2[C:34]([OH:36])=[O:35])=[O:13])[CH:9]=[CH:10][CH:11]=1)([CH3:5])[CH3:4])#[N:2], predict the reactants needed to synthesize it. The reactants are: [C:1]([C:3]([C:6]1[CH:7]=[C:8]([C:12]([NH:14][C:15]2[CH:16]=[C:17]([CH:38]=[CH:39][CH:40]=2)[O:18][C:19]2[CH:33]=[CH:32][C:22]3[N:23]=[C:24]([NH:26][C:27]([CH:29]4[CH2:31][CH2:30]4)=[O:28])[S:25][C:21]=3[C:20]=2[C:34]([O:36]C)=[O:35])=[O:13])[CH:9]=[CH:10][CH:11]=1)([CH3:5])[CH3:4])#[N:2].O.[OH-].[Li+].Cl. (3) Given the product [NH2:2][C:3]1[N:11]=[C:10]([O:12][CH2:13][CH2:14][CH2:15][CH3:16])[N:9]=[C:8]2[C:4]=1[NH:5][C:6](=[O:26])[N:7]2[CH2:17][C:18]1[CH:23]=[CH:22][C:21]([CH2:24][N:38]2[CH2:39][CH2:40][CH:35]([NH2:34])[CH2:36][CH2:37]2)=[CH:20][CH:19]=1, predict the reactants needed to synthesize it. The reactants are: Cl.[NH2:2][C:3]1[N:11]=[C:10]([O:12][CH2:13][CH2:14][CH2:15][CH3:16])[N:9]=[C:8]2[C:4]=1[NH:5][C:6](=[O:26])[N:7]2[CH2:17][C:18]1[CH:23]=[CH:22][C:21]([CH2:24]Cl)=[CH:20][CH:19]=1.CC(OC([NH:34][CH:35]1[CH2:40][CH2:39][NH:38][CH2:37][CH2:36]1)=O)(C)C.C(N(C(C)C)CC)(C)C.Cl.CO. (4) Given the product [Cl:22][C:19]1[C:5]2[N:6]=[C:7]([N:9]3[CH:13]=[C:12]([C:14]([O:16][CH2:17][CH3:18])=[O:15])[CH:11]=[N:10]3)[N:8]=[C:3]([O:2][CH3:1])[C:4]=2[NH:21][N:20]=1, predict the reactants needed to synthesize it. The reactants are: [CH3:1][O:2][C:3]1[C:4]2[NH:21][N:20]=[CH:19][C:5]=2[N:6]=[C:7]([N:9]2[CH:13]=[C:12]([C:14]([O:16][CH2:17][CH3:18])=[O:15])[CH:11]=[N:10]2)[N:8]=1.[Cl:22]N1C(=O)CCC1=O. (5) Given the product [F:23][C:14]([F:22])([CH2:15][C:16]1[CH:21]=[CH:20][CH:19]=[CH:18][CH:17]=1)[CH2:13][N:10]1[CH2:11][CH2:12][CH:8]([NH2:7])[CH2:9]1, predict the reactants needed to synthesize it. The reactants are: C(OC(=O)[NH:7][CH:8]1[CH2:12][CH2:11][N:10]([C:13](=O)[C:14]([F:23])([F:22])[CH2:15][C:16]2[CH:21]=[CH:20][CH:19]=[CH:18][CH:17]=2)[CH2:9]1)(C)(C)C.FC(F)(F)C(O)=O.B.C1COCC1. (6) Given the product [CH:1]([C:4]1[CH:9]=[CH:8][C:7]([N:10]([CH2:32][CH2:31][CH2:30][O:29][CH:24]2[CH2:25][CH2:26][CH2:27][CH2:28][O:23]2)[C:11]([CH:13]2[C:22]3[C:17](=[CH:18][CH:19]=[CH:20][CH:21]=3)[CH2:16][CH2:15][CH2:14]2)=[O:12])=[CH:6][CH:5]=1)([CH3:3])[CH3:2], predict the reactants needed to synthesize it. The reactants are: [CH:1]([C:4]1[CH:9]=[CH:8][C:7]([NH:10][C:11]([CH:13]2[C:22]3[C:17](=[CH:18][CH:19]=[CH:20][CH:21]=3)[CH2:16][CH2:15][CH2:14]2)=[O:12])=[CH:6][CH:5]=1)([CH3:3])[CH3:2].[O:23]1[CH2:28][CH2:27][CH2:26][CH2:25][CH:24]1[O:29][CH2:30][CH2:31][CH2:32]Br. (7) Given the product [CH3:11][O:7][C:6](=[O:8])[C:5]1[CH:9]=[CH:10][C:2]([I:1])=[CH:3][CH:4]=1, predict the reactants needed to synthesize it. The reactants are: [I:1][C:2]1[CH:10]=[CH:9][C:5]([C:6]([OH:8])=[O:7])=[CH:4][CH:3]=1.[CH3:11]COCC.[N+](=C)=[N-]. (8) The reactants are: [N:1]1[CH:6]=[C:5]([C:7]([NH:9][C:10]2([C:13]([OH:15])=O)[CH2:12][CH2:11]2)=[O:8])[CH:4]=[N:3][CH:2]=1.[NH2:16][CH2:17][C:18]1[CH:23]=[CH:22][C:21]([NH:24][C:25]2[CH:30]=[CH:29][C:28]([O:31][CH2:32][CH3:33])=[CH:27][C:26]=2[C:34]([F:37])([F:36])[F:35])=[CH:20][CH:19]=1. Given the product [CH2:32]([O:31][C:28]1[CH:29]=[CH:30][C:25]([NH:24][C:21]2[CH:22]=[CH:23][C:18]([CH2:17][NH:16][C:13]([C:10]3([NH:9][C:7]([C:5]4[CH:4]=[N:3][CH:2]=[N:1][CH:6]=4)=[O:8])[CH2:11][CH2:12]3)=[O:15])=[CH:19][CH:20]=2)=[C:26]([C:34]([F:35])([F:36])[F:37])[CH:27]=1)[CH3:33], predict the reactants needed to synthesize it. (9) Given the product [F:1][C:2]1[CH:10]=[C:9]([OH:11])[CH:8]=[CH:7][C:3]=1[C:4]([O:6][CH2:17][CH3:18])=[O:5], predict the reactants needed to synthesize it. The reactants are: [F:1][C:2]1[CH:10]=[C:9]([OH:11])[CH:8]=[CH:7][C:3]=1[C:4]([OH:6])=[O:5].S(=O)(=O)(O)O.[CH2:17](O)[CH3:18].